From a dataset of Full USPTO retrosynthesis dataset with 1.9M reactions from patents (1976-2016). Predict the reactants needed to synthesize the given product. Given the product [Br:16][C:17]1[CH:22]=[CH:21][C:20]([NH:23][C:24]([NH:15][NH:14][C:12](=[O:13])[CH2:11][C@@H:8]2[CH2:9][CH2:10][N:6]([C:4]([CH:1]3[CH2:3][CH2:2]3)=[O:5])[CH2:7]2)=[O:25])=[C:19]([CH3:26])[CH:18]=1, predict the reactants needed to synthesize it. The reactants are: [CH:1]1([C:4]([N:6]2[CH2:10][CH2:9][C@@H:8]([CH2:11][C:12]([NH:14][NH2:15])=[O:13])[CH2:7]2)=[O:5])[CH2:3][CH2:2]1.[Br:16][C:17]1[CH:22]=[CH:21][C:20]([N:23]=[C:24]=[O:25])=[C:19]([CH3:26])[CH:18]=1.